This data is from Forward reaction prediction with 1.9M reactions from USPTO patents (1976-2016). The task is: Predict the product of the given reaction. (1) Given the reactants [NH2:1][C:2]1[CH:3]=[C:4]([CH:8]=[CH:9][C:10]=1[F:11])[C:5](O)=[O:6].B.C1COCC1, predict the reaction product. The product is: [NH2:1][C:2]1[CH:3]=[C:4]([CH:8]=[CH:9][C:10]=1[F:11])[CH2:5][OH:6]. (2) Given the reactants [F:1][C:2]([F:21])([F:20])[C:3]1[CH:8]=[C:7]([C:9]([F:12])([F:11])[F:10])[CH:6]=[CH:5][C:4]=1[C:13]1[CH:17]=[C:16]([CH2:18]Cl)[O:15][N:14]=1.[F:22][C:23]1[C:28]([F:29])=[CH:27][CH:26]=[CH:25][C:24]=1[C:30]1[N:40]=[C:33]2[C:34]([NH2:39])=[N:35][NH:36][C:37]([NH2:38])=[C:32]2[N:31]=1, predict the reaction product. The product is: [F:1][C:2]([F:21])([F:20])[C:3]1[CH:8]=[C:7]([C:9]([F:12])([F:11])[F:10])[CH:6]=[CH:5][C:4]=1[C:13]1[CH:17]=[C:16]([CH2:18][N:35]2[C:34]([NH2:39])=[C:33]3[N:40]=[C:30]([C:24]4[CH:25]=[CH:26][CH:27]=[C:28]([F:29])[C:23]=4[F:22])[N:31]=[C:32]3[C:37]([NH2:38])=[N:36]2)[O:15][N:14]=1. (3) Given the reactants [I:1]Cl.[CH:3](=[O:11])[C:4]1[C:5](=[CH:7][CH:8]=[CH:9][CH:10]=1)[OH:6].S([O-])([O-])=O.[Na+].[Na+], predict the reaction product. The product is: [OH:6][C:5]1[CH:7]=[CH:8][C:9]([I:1])=[CH:10][C:4]=1[CH:3]=[O:11]. (4) Given the reactants Cl.[CH3:2][C:3]1[CH:4]=[C:5]([NH:10]N)[CH:6]=[CH:7][C:8]=1[CH3:9].O.Cl.[NH:14]1[CH2:19][CH2:18][C:17](=O)[CH2:16][CH2:15]1.Cl, predict the reaction product. The product is: [CH3:2][C:3]1[C:8]([CH3:9])=[CH:7][C:6]2[C:16]3[CH2:15][NH:14][CH2:19][CH2:18][C:17]=3[NH:10][C:5]=2[CH:4]=1. (5) Given the reactants [F:1][C:2]([F:22])([F:21])[C:3]1[CH:4]=[C:5]([C:9]2[N:10]=[C:11]3[C:16]([C:17](O)=[O:18])=[CH:15][CH:14]=[CH:13][N:12]3[CH:20]=2)[CH:6]=[CH:7][CH:8]=1.[NH2:23][C:24]1[CH:29]=[CH:28][CH:27]=[CH:26][CH:25]=1.CN(C(ON1N=NC2C=CC=NC1=2)=[N+](C)C)C.F[P-](F)(F)(F)(F)F.CCN(C(C)C)C(C)C.C([O-])(O)=O.[Na+], predict the reaction product. The product is: [C:24]1([NH:23][C:17]([C:16]2[C:11]3[N:12]([CH:20]=[C:9]([C:5]4[CH:6]=[CH:7][CH:8]=[C:3]([C:2]([F:22])([F:21])[F:1])[CH:4]=4)[N:10]=3)[CH:13]=[CH:14][CH:15]=2)=[O:18])[CH:29]=[CH:28][CH:27]=[CH:26][CH:25]=1. (6) The product is: [F:9][C:4]1[CH:3]=[C:2]([C:12]2([OH:14])[CH2:13][O:10][CH2:11]2)[CH:7]=[C:6]([F:8])[CH:5]=1. Given the reactants Br[C:2]1[CH:7]=[C:6]([F:8])[CH:5]=[C:4]([F:9])[CH:3]=1.[O:10]1[CH2:13][C:12](=[O:14])[CH2:11]1, predict the reaction product. (7) Given the reactants Br[C:2]1[S:3][CH:4]=[C:5]([CH:7]=[O:8])[N:6]=1.[NH:9]1[CH2:14][CH2:13][O:12][CH2:11][CH2:10]1.CCOC(C)=O.CCCCCC.CCOC(C)=O, predict the reaction product. The product is: [O:12]1[CH2:13][CH2:14][N:9]([C:2]2[S:3][CH:4]=[C:5]([CH:7]=[O:8])[N:6]=2)[CH2:10][CH2:11]1. (8) Given the reactants [CH2:1]([N:5]1[C:14]2[C:9](=[CH:10][CH:11]=[C:12]([C:15]([O:17]C)=[O:16])[CH:13]=2)[N:8]([C:19]([O:21][C:22]([CH3:25])([CH3:24])[CH3:23])=[O:20])[CH2:7][CH2:6]1)[CH2:2][CH2:3][CH3:4].[OH-].[K+], predict the reaction product. The product is: [C:22]([O:21][C:19]([N:8]1[C:9]2[C:14](=[CH:13][C:12]([C:15]([OH:17])=[O:16])=[CH:11][CH:10]=2)[N:5]([CH2:1][CH2:2][CH2:3][CH3:4])[CH2:6][CH2:7]1)=[O:20])([CH3:25])([CH3:24])[CH3:23].